Dataset: Forward reaction prediction with 1.9M reactions from USPTO patents (1976-2016). Task: Predict the product of the given reaction. (1) Given the reactants [NH4+].[Cl-].[NH:3]1[C:11]2[C:6](=[CH:7][CH:8]=[CH:9][CH:10]=2)[C:5]([C:12]2[CH:17]=[CH:16][N:15]=[C:14]([NH:18][C:19]3[CH:24]=[C:23]([N+:25]([O-])=O)[C:22]([N:28]4[CH2:33][CH2:32][N:31]([CH3:34])[CH2:30][CH2:29]4)=[CH:21][C:20]=3[O:35][CH3:36])[N:13]=2)=[CH:4]1, predict the reaction product. The product is: [NH:3]1[C:11]2[C:6](=[CH:7][CH:8]=[CH:9][CH:10]=2)[C:5]([C:12]2[CH:17]=[CH:16][N:15]=[C:14]([NH:18][C:19]3[CH:24]=[C:23]([NH2:25])[C:22]([N:28]4[CH2:33][CH2:32][N:31]([CH3:34])[CH2:30][CH2:29]4)=[CH:21][C:20]=3[O:35][CH3:36])[N:13]=2)=[CH:4]1. (2) Given the reactants [Cl:1][C:2]1[C:11]2[NH:10][C:9](=[O:12])[C:8]3[S:13][CH:14]=[CH:15][C:7]=3[C:6]=2[C:5]([C:16]2[CH:21]=[CH:20][C:19]([C@@H:22]([CH3:32])[CH2:23][NH:24]C(=O)OC(C)(C)C)=[CH:18][CH:17]=2)=[C:4]([O:33][CH3:34])[CH:3]=1.C(O)(C(F)(F)F)=O, predict the reaction product. The product is: [ClH:1].[NH2:24][CH2:23][C@@H:22]([C:19]1[CH:18]=[CH:17][C:16]([C:5]2[C:6]3[C:7]4[CH:15]=[CH:14][S:13][C:8]=4[C:9](=[O:12])[NH:10][C:11]=3[C:2]([Cl:1])=[CH:3][C:4]=2[O:33][CH3:34])=[CH:21][CH:20]=1)[CH3:32].